This data is from Full USPTO retrosynthesis dataset with 1.9M reactions from patents (1976-2016). The task is: Predict the reactants needed to synthesize the given product. (1) The reactants are: C([O:3][C:4](=[O:15])[C:5]#[C:6][C:7]1[CH:12]=[CH:11][C:10]([Cl:13])=[C:9]([F:14])[CH:8]=1)C.FC(F)(F)C(O)=O.CO[CH2:25][N:26]([CH2:32][C:33]1[CH:38]=[CH:37][CH:36]=[CH:35][CH:34]=1)[CH2:27][Si](C)(C)C.[OH-].[Na+]. Given the product [CH2:32]([N:26]1[CH2:27][C:6]([C:7]2[CH:12]=[CH:11][C:10]([Cl:13])=[C:9]([F:14])[CH:8]=2)=[C:5]([C:4]([OH:3])=[O:15])[CH2:25]1)[C:33]1[CH:38]=[CH:37][CH:36]=[CH:35][CH:34]=1, predict the reactants needed to synthesize it. (2) Given the product [CH:1]1([N:4]2[C:13]3[C:8](=[CH:9][C:10]([F:16])=[C:11]([F:15])[C:12]=3[F:14])[C:7](=[O:17])[C:6]([C:18]([OH:20])=[O:19])=[CH:5]2)[CH2:2][CH2:3]1, predict the reactants needed to synthesize it. The reactants are: [CH:1]1([N:4]2[C:13]3[C:8](=[CH:9][C:10]([F:16])=[C:11]([F:15])[C:12]=3[F:14])[C:7](=[O:17])[C:6]([C:18]([O:20]CC)=[O:19])=[CH:5]2)[CH2:3][CH2:2]1.O. (3) Given the product [C:1]1([CH3:11])[CH:6]=[CH:5][C:4]([S:7]([OH:12])(=[O:9])=[O:8])=[CH:3][CH:2]=1, predict the reactants needed to synthesize it. The reactants are: [C:1]1([CH3:11])[CH:6]=[CH:5][C:4]([S:7](Cl)(=[O:9])=[O:8])=[CH:3][CH:2]=1.[OH:12]CCOCCOCCOCCO.C(N(CC)CC)C. (4) Given the product [Cl:30][CH2:31][CH2:32][O:33][C:34]1[CH:35]=[C:36]([NH:37][C:2]2[N:7]=[C:6]([C:8]3[C:9]([C:17]4[CH:18]=[C:19]([NH:23][C:24](=[O:29])[C:25]([F:26])([F:27])[F:28])[CH:20]=[CH:21][CH:22]=4)=[N:10][N:11]4[CH:16]=[CH:15][CH:14]=[CH:13][C:12]=34)[CH:5]=[CH:4][N:3]=2)[CH:38]=[CH:39][CH:40]=1, predict the reactants needed to synthesize it. The reactants are: Cl[C:2]1[N:7]=[C:6]([C:8]2[C:9]([C:17]3[CH:18]=[C:19]([NH:23][C:24](=[O:29])[C:25]([F:28])([F:27])[F:26])[CH:20]=[CH:21][CH:22]=3)=[N:10][N:11]3[CH:16]=[CH:15][CH:14]=[CH:13][C:12]=23)[CH:5]=[CH:4][N:3]=1.[Cl:30][CH2:31][CH2:32][O:33][C:34]1[CH:35]=[C:36]([CH:38]=[CH:39][CH:40]=1)[NH2:37].